Dataset: Catalyst prediction with 721,799 reactions and 888 catalyst types from USPTO. Task: Predict which catalyst facilitates the given reaction. (1) Reactant: [N:1]([CH:4]1[CH:8]([O:9][Si](C)(C)C)[CH2:7][P:6]([O:15][CH2:16][C:17]2[CH:22]=[CH:21][CH:20]=[CH:19][CH:18]=2)(=[O:14])[CH2:5]1)=[N+]=[N-].O.C1(P(C2C=CC=CC=2)C2C=CC=CC=2)C=CC=CC=1. Product: [NH2:1][CH:4]1[CH:8]([OH:9])[CH2:7][P:6]([O:15][CH2:16][C:17]2[CH:18]=[CH:19][CH:20]=[CH:21][CH:22]=2)(=[O:14])[CH2:5]1. The catalyst class is: 7. (2) Reactant: [CH3:1][C:2]([C:4]1[CH:9]=[CH:8][C:7]([O:10][CH2:11][C:12]2[CH:17]=[CH:16][CH:15]=[CH:14][CH:13]=2)=[CH:6][CH:5]=1)=[O:3].C(O)C.[H-].[Na+].Cl.[C:24](=O)([O:28]CC)[O:25][CH2:26][CH3:27]. Product: [CH2:11]([O:10][C:7]1[CH:8]=[CH:9][C:4]([C:2](=[O:3])[CH2:1][C:24]([O:25][CH2:26][CH3:27])=[O:28])=[CH:5][CH:6]=1)[C:12]1[CH:17]=[CH:16][CH:15]=[CH:14][CH:13]=1. The catalyst class is: 6. (3) Reactant: [CH3:1][NH:2][C:3](=[O:15])[C:4](=[O:14])[CH2:5][CH2:6][CH2:7][CH2:8][CH2:9][CH2:10][C:11]([OH:13])=O.C1(N=C=NC2CCCCC2)CCCCC1.OC1C2N=NNC=2C=CC=1.[S:41]1[CH:45]=[CH:44][CH:43]=[C:42]1[C:46]([NH:48][NH2:49])=[O:47]. Product: [CH3:1][NH:2][C:3](=[O:15])[C:4](=[O:14])[CH2:5][CH2:6][CH2:7][CH2:8][CH2:9][CH2:10][C:11](=[O:13])[NH:49][NH:48][C:46]([C:42]1[S:41][CH:45]=[CH:44][CH:43]=1)=[O:47]. The catalyst class is: 9. (4) Reactant: C([Li])CCC.[Cl:6][C:7]1[CH:12]=[CH:11][CH:10]=[C:9]([C:13]([F:16])([F:15])[F:14])[N:8]=1.[I:17]I.S([O-])([O-])=O.[Na+].[Na+]. Product: [Cl:6][C:7]1[C:12]([I:17])=[CH:11][CH:10]=[C:9]([C:13]([F:14])([F:15])[F:16])[N:8]=1. The catalyst class is: 188. (5) Reactant: [F:1][C:2]1[CH:7]=[CH:6][C:5]([O:8][CH3:9])=[CH:4][C:3]=1[CH:10]=[CH:11][C:12]([O:14][CH2:15][CH3:16])=[O:13]. Product: [F:1][C:2]1[CH:7]=[CH:6][C:5]([O:8][CH3:9])=[CH:4][C:3]=1[CH2:10][CH2:11][C:12]([O:14][CH2:15][CH3:16])=[O:13]. The catalyst class is: 29. (6) Reactant: [CH3:1][C:2]1[C:3]([C:25]([F:28])([F:27])[F:26])=[CH:4][C:5]2[NH:9][C:8](=[O:10])[N:7]([CH:11]3[CH2:16][CH2:15][N:14](C(OC(C)(C)C)=O)[CH2:13][CH2:12]3)[C:6]=2[CH:24]=1.[ClH:29]. Product: [ClH:29].[CH3:1][C:2]1[C:3]([C:25]([F:27])([F:26])[F:28])=[CH:4][C:5]2[NH:9][C:8](=[O:10])[N:7]([CH:11]3[CH2:12][CH2:13][NH:14][CH2:15][CH2:16]3)[C:6]=2[CH:24]=1.[ClH:29]. The catalyst class is: 12. (7) Reactant: [Br:1][C:2]1[N:3]=[C:4]([Cl:10])[C:5]([NH:8][NH2:9])=[N:6][CH:7]=1.[C:11](OC)(OC)(OC)[CH3:12]. Product: [Br:1][C:2]1[N:3]=[C:4]([Cl:10])[C:5]2[N:6]([C:11]([CH3:12])=[N:9][N:8]=2)[CH:7]=1. The catalyst class is: 6. (8) Reactant: [CH2:1]([O:5][CH2:6][CH2:7][O:8][C:9]1[CH:14]=[CH:13][C:12]([C:15]2[CH:16]=[CH:17][C:18]3[N:24]([CH:25]=[O:26])[CH2:23][CH2:22][C:21]([C:27]([OH:29])=O)=[CH:20][C:19]=3[CH:30]=2)=[CH:11][CH:10]=1)[CH2:2][CH2:3][CH3:4].ON1C2C=CC=CC=2N=N1.Cl.C(N=C=NCCCN(C)C)C.[NH2:53][C:54]1[CH:59]=[CH:58][C:57]([C@@H:60]([C:62]2[CH:67]=[CH:66][CH:65]=[CH:64][N:63]=2)[OH:61])=[CH:56][CH:55]=1. Product: [CH2:1]([O:5][CH2:6][CH2:7][O:8][C:9]1[CH:10]=[CH:11][C:12]([C:15]2[CH:16]=[CH:17][C:18]3[N:24]([CH:25]=[O:26])[CH2:23][CH2:22][C:21]([C:27]([NH:53][C:54]4[CH:59]=[CH:58][C:57]([C@H:60]([OH:61])[C:62]5[CH:67]=[CH:66][CH:65]=[CH:64][N:63]=5)=[CH:56][CH:55]=4)=[O:29])=[CH:20][C:19]=3[CH:30]=2)=[CH:13][CH:14]=1)[CH2:2][CH2:3][CH3:4]. The catalyst class is: 851. (9) Reactant: [C:1]12([C:9]3[CH:10]=[CH:11][CH:12]=[CH:13][C:8]=3[NH:7][C:6](=[O:14])[O:5]1)[CH2:4][CH2:3][CH2:2]2.C([O-])(=O)C.[K+].[Br:20]Br. Product: [Br:20][C:11]1[CH:12]=[CH:13][C:8]2[NH:7][C:6](=[O:14])[O:5][C:1]3([CH2:4][CH2:3][CH2:2]3)[C:9]=2[CH:10]=1. The catalyst class is: 15.